This data is from Reaction yield outcomes from USPTO patents with 853,638 reactions. The task is: Predict the reaction yield, written as a fraction of the theoretical maximum amount of product (1.0 means a 100% yield; for example, 0.34 means a 34% yield). (1) The reactants are C1(C[N:8](CC2C=CC=CC=2)[C:9]2([CH:14]([C:26]3[CH:31]=[CH:30][CH:29]=[CH:28][CH:27]=3)[NH:15][C:16](=[O:25])[C:17]3[C:22]([CH3:23])=[CH:21][CH:20]=[CH:19][C:18]=3[CH3:24])[CH2:13][CH2:12][CH2:11][CH2:10]2)C=CC=CC=1. The catalyst is [Pd].[C].C(O)C. The product is [NH2:8][C:9]1([CH:14]([C:26]2[CH:31]=[CH:30][CH:29]=[CH:28][CH:27]=2)[NH:15][C:16](=[O:25])[C:17]2[C:22]([CH3:23])=[CH:21][CH:20]=[CH:19][C:18]=2[CH3:24])[CH2:13][CH2:12][CH2:11][CH2:10]1. The yield is 0.880. (2) The reactants are [BH4-].[Na+].[ClH:3].[CH3:4][O:5][C:6]1[CH:7]=[C:8]([CH:24]=[CH:25][C:26]=1[O:27][CH3:28])[CH2:9][CH2:10][O:11][C@H:12]1[CH2:17][CH2:16][CH2:15][CH2:14][C@@H:13]1[N:18]1[CH2:22][CH2:21][C:20](=[O:23])[CH2:19]1.Cl. The catalyst is C(O)(C)C. The product is [ClH:3].[CH3:4][O:5][C:6]1[CH:7]=[C:8]([CH:24]=[CH:25][C:26]=1[O:27][CH3:28])[CH2:9][CH2:10][O:11][C@H:12]1[CH2:17][CH2:16][CH2:15][CH2:14][C@@H:13]1[N:18]1[CH2:22][CH2:21][CH:20]([OH:23])[CH2:19]1. The yield is 0.360. (3) The reactants are [F:1][C:2]1[CH:11]=[CH:10][C:9]([F:12])=[CH:8][C:3]=1[C:4](=[S:7])[NH:5][NH2:6].[N:13]([CH2:16][CH2:17][CH2:18][C:19]([C:21]1[CH:26]=[CH:25][CH:24]=[CH:23][CH:22]=1)=O)=[N+:14]=[N-:15]. The catalyst is CCO.ClCCl.C(O)(=O)C. The product is [N:13]([CH2:16][CH2:17][CH2:18][C:19]1([C:21]2[CH:26]=[CH:25][CH:24]=[CH:23][CH:22]=2)[NH:6][N:5]=[C:4]([C:3]2[CH:8]=[C:9]([F:12])[CH:10]=[CH:11][C:2]=2[F:1])[S:7]1)=[N+:14]=[N-:15]. The yield is 0.410. (4) The reactants are [Br:1][C:2]1[CH:7]=[CH:6][CH:5]=[CH:4][C:3]=1[O:8][CH3:9].[Cl:10][S:11](O)(=[O:13])=[O:12]. The catalyst is C(Cl)Cl.[Cl-].[Na+].O. The product is [Br:1][C:2]1[CH:7]=[C:6]([S:11]([Cl:10])(=[O:13])=[O:12])[CH:5]=[CH:4][C:3]=1[O:8][CH3:9]. The yield is 0.970.